From a dataset of Full USPTO retrosynthesis dataset with 1.9M reactions from patents (1976-2016). Predict the reactants needed to synthesize the given product. (1) Given the product [NH2:1][C:2]1[N:7]=[CH:6][N:5]=[C:4]2[N:8]([CH2:26][C@H:27]3[CH2:31][CH2:30][CH2:29][N:28]3[C:32]([C:33](=[CH:39][CH:40]3[CH2:42][CH2:41]3)[C:34]#[N:35])=[O:36])[N:9]=[C:10]([C:11]3[CH:16]=[CH:15][C:14]([O:17][C:18]4[CH:23]=[CH:22][CH:21]=[C:20]([F:24])[C:19]=4[F:25])=[CH:13][CH:12]=3)[C:3]=12, predict the reactants needed to synthesize it. The reactants are: [NH2:1][C:2]1[N:7]=[CH:6][N:5]=[C:4]2[N:8]([CH2:26][C@H:27]3[CH2:31][CH2:30][CH2:29][N:28]3[C:32](=[O:36])[CH2:33][C:34]#[N:35])[N:9]=[C:10]([C:11]3[CH:16]=[CH:15][C:14]([O:17][C:18]4[CH:23]=[CH:22][CH:21]=[C:20]([F:24])[C:19]=4[F:25])=[CH:13][CH:12]=3)[C:3]=12.N1[CH2:42][CH2:41][CH2:40][CH2:39]C1. (2) The reactants are: [Br:1][C:2]1[CH:7]=[C:6]([F:8])[CH:5]=[CH:4][C:3]=1[CH:9]1[C:14]([C:15]([O:17][CH3:18])=[O:16])=[C:13]([CH2:19]Br)[NH:12][C:11]([C:21]2[S:22][CH:23]=[CH:24][N:25]=2)=[N:10]1.Cl.[NH:27]1[CH2:32][CH2:31][O:30][CH:29]([C:33]([OH:35])=[O:34])[CH2:28]1. Given the product [Br:1][C:2]1[CH:7]=[C:6]([F:8])[CH:5]=[CH:4][C:3]=1[CH:9]1[N:10]=[C:11]([C:21]2[S:22][CH:23]=[CH:24][N:25]=2)[NH:12][C:13]([CH2:19][N:27]2[CH2:32][CH2:31][O:30][CH:29]([C:33]([OH:35])=[O:34])[CH2:28]2)=[C:14]1[C:15]([O:17][CH3:18])=[O:16], predict the reactants needed to synthesize it. (3) Given the product [CH3:21][C:22]1[CH:17]=[CH:18][C:19]([NH:24][C:25](=[O:36])[C:26]2[CH:31]=[CH:30][CH:29]=[C:28]([C:32]([F:33])([F:34])[F:35])[CH:27]=2)=[CH:20][C:1]=1[NH:2][C:3]1[C:7]([C:8]2[CH:13]=[C:12]([S:14][CH3:15])[N:11]=[CH:10][N:9]=2)=[CH:6][N:5]([CH3:37])[N:4]=1, predict the reactants needed to synthesize it. The reactants are: [CH3:1][NH:2][C:3]1[C:7]([C:8]2[CH:13]=[C:12]([S:14][CH3:15])[N:11]=[CH:10][N:9]=2)=[CH:6][NH:5][N:4]=1.Br[C:17]1[CH:18]=[C:19]([NH:24][C:25](=[O:36])[C:26]2[CH:31]=[CH:30][CH:29]=[C:28]([C:32]([F:35])([F:34])[F:33])[CH:27]=2)[CH:20]=[CH:21][C:22]=1C.[C:37](=O)([O-])[O-].[Cs+].[Cs+].O1CCOCC1. (4) Given the product [OH:1][C:2]1[C:11]2[CH2:10][CH2:9][CH2:8][CH2:7][C:6]=2[N:5]=[C:4]([C:12]([O:14][CH2:15][CH3:16])=[O:13])[CH:3]=1, predict the reactants needed to synthesize it. The reactants are: [OH:1][C:2]1[C:11]2[C:6](=[CH:7][CH:8]=[CH:9][CH:10]=2)[N:5]=[C:4]([C:12]([O:14][CH2:15][CH3:16])=[O:13])[CH:3]=1.